Predict the product of the given reaction. From a dataset of Forward reaction prediction with 1.9M reactions from USPTO patents (1976-2016). (1) Given the reactants [CH3:1][S:2](Cl)(=[O:4])=[O:3].[CH2:6]([O:8][C:9]1[C:10]([CH2:37][N:38]2[CH2:43][CH2:42][CH2:41][CH2:40][CH2:39]2)=[C:11]2[C:16](=[C:17]3[CH2:21][C:20]([CH3:23])([CH3:22])[O:19][C:18]=13)[C:15]([C:24]1[CH:25]=[C:26]([NH:30][S:31]([CH3:34])(=[O:33])=[O:32])[CH:27]=[CH:28][CH:29]=1)=[N:14][C:13]([CH3:36])([CH3:35])[CH2:12]2)[CH3:7].C(N(CC)CC)C.C(=O)([O-])O.[Na+], predict the reaction product. The product is: [CH2:6]([O:8][C:9]1[C:10]([CH2:37][N:38]2[CH2:39][CH2:40][CH2:41][CH2:42][CH2:43]2)=[C:11]2[C:16](=[C:17]3[CH2:21][C:20]([CH3:22])([CH3:23])[O:19][C:18]=13)[C:15]([C:24]1[CH:25]=[C:26]([N:30]([S:31]([CH3:34])(=[O:32])=[O:33])[S:2]([CH3:1])(=[O:4])=[O:3])[CH:27]=[CH:28][CH:29]=1)=[N:14][C:13]([CH3:36])([CH3:35])[CH2:12]2)[CH3:7]. (2) Given the reactants [CH2:1]([O:8][C:9]1[CH:10]=[N:11][CH:12]=[C:13]([CH:18]=1)[C:14]([O:16]C)=[O:15])[C:2]1[CH:7]=[CH:6][CH:5]=[CH:4][CH:3]=1.[OH-].[Na+], predict the reaction product. The product is: [CH2:1]([O:8][C:9]1[CH:10]=[N:11][CH:12]=[C:13]([CH:18]=1)[C:14]([OH:16])=[O:15])[C:2]1[CH:3]=[CH:4][CH:5]=[CH:6][CH:7]=1. (3) The product is: [CH2:3]([O:10][C:11]1[C:20]([Cl:1])=[CH:19][C:14]([C:15]([OH:17])=[O:16])=[C:13]([O:21][CH3:22])[CH:12]=1)[C:4]1[CH:9]=[CH:8][CH:7]=[CH:6][CH:5]=1. Given the reactants [Cl:1]Cl.[CH2:3]([O:10][C:11]1[CH:20]=[CH:19][C:14]([C:15]([O:17]C)=[O:16])=[C:13]([O:21][CH3:22])[CH:12]=1)[C:4]1[CH:9]=[CH:8][CH:7]=[CH:6][CH:5]=1, predict the reaction product. (4) Given the reactants [Cl:1][C:2]1[CH:8]=[C:7]([Cl:9])[CH:6]=[C:5]([N+:10]([O-])=O)[C:3]=1[NH2:4].[Cl:13][C:14]1[CH:19]=[CH:18][C:17]([CH:20]2[CH2:26][C:25](=O)[O:24][C:22](=[O:23])[CH2:21]2)=[CH:16][CH:15]=1, predict the reaction product. The product is: [Cl:9][C:7]1[CH:8]=[C:2]([Cl:1])[C:3]2[N:4]=[C:25]([CH2:26][CH:20]([C:17]3[CH:16]=[CH:15][C:14]([Cl:13])=[CH:19][CH:18]=3)[CH2:21][C:22]([OH:24])=[O:23])[NH:10][C:5]=2[CH:6]=1.[ClH:1]. (5) The product is: [CH2:28]([O:35][C:36]([NH:5][C:4]1[CH:6]=[CH:7][C:8]([CH:9]2[CH2:15][NH:14][CH2:13][CH2:12][CH2:11][N:10]2[C:16]([O:18][C:19]([CH3:22])([CH3:21])[CH3:20])=[O:17])=[C:2]([F:1])[CH:3]=1)=[O:37])[C:29]1[CH:34]=[CH:33][CH:32]=[CH:31][CH:30]=1. Given the reactants [F:1][C:2]1[CH:3]=[C:4]([CH:6]=[CH:7][C:8]=1[CH:9]1[CH2:15][NH:14][CH2:13][CH2:12][CH2:11][N:10]1[C:16]([O:18][C:19]([CH3:22])([CH3:21])[CH3:20])=[O:17])[NH2:5].C(=O)(O)[O-].[Na+].[CH2:28]([O:35][C:36](Cl)=[O:37])[C:29]1[CH:34]=[CH:33][CH:32]=[CH:31][CH:30]=1, predict the reaction product. (6) Given the reactants [Br:1][C:2]1[CH:7]=[CH:6][C:5](/[C:8](=[N:22]\[O:23][CH2:24][CH3:25])/[CH:9]2[CH2:14][CH2:13][N:12]([C:15]3([CH3:21])[CH2:20][CH2:19][NH:18][CH2:17][CH2:16]3)[CH2:11][CH2:10]2)=[CH:4][CH:3]=1.[Cl:26][C:27]1[C:36]2[C:31](=[C:32]([C:37](O)=[O:38])[CH:33]=[CH:34][CH:35]=2)[N:30]=[CH:29][CH:28]=1.CCN(CC)CC.CN(C(ON1N=NC2C=CC=NC1=2)=[N+](C)C)C.F[P-](F)(F)(F)(F)F, predict the reaction product. The product is: [Br:1][C:2]1[CH:7]=[CH:6][C:5](/[C:8](=[N:22]\[O:23][CH2:24][CH3:25])/[CH:9]2[CH2:10][CH2:11][N:12]([C:15]3([CH3:21])[CH2:20][CH2:19][N:18]([C:37]([C:32]4[CH:33]=[CH:34][CH:35]=[C:36]5[C:31]=4[N:30]=[CH:29][CH:28]=[C:27]5[Cl:26])=[O:38])[CH2:17][CH2:16]3)[CH2:13][CH2:14]2)=[CH:4][CH:3]=1. (7) Given the reactants B(Cl)(Cl)Cl.[NH2:5][C:6]1[N:7]=[C:8]([C:17]2[CH:22]=[C:21]([O:23]CC3C=CC=CC=3)[C:20]([Cl:31])=[CH:19][C:18]=2[Cl:32])[C:9]2[CH:14]=[C:13]([C:15]#[N:16])[S:12][C:10]=2[N:11]=1.C(=O)=O.CC(C)=O.CO, predict the reaction product. The product is: [NH2:5][C:6]1[N:7]=[C:8]([C:17]2[CH:22]=[C:21]([OH:23])[C:20]([Cl:31])=[CH:19][C:18]=2[Cl:32])[C:9]2[CH:14]=[C:13]([C:15]#[N:16])[S:12][C:10]=2[N:11]=1.